Predict the product of the given reaction. From a dataset of Forward reaction prediction with 1.9M reactions from USPTO patents (1976-2016). (1) Given the reactants [OH:1][C:2]1[CH:10]=[CH:9][C:8]2[NH:7][C:6]3[CH:11]([CH2:14][C:15]([O:17][CH2:18][CH3:19])=[O:16])[CH2:12][CH2:13][C:5]=3[C:4]=2[CH:3]=1.[Cl:20][C:21]1[CH:26]=[CH:25][C:24]([CH2:27]Cl)=[CH:23][C:22]=1[C:29]([F:32])([F:31])[F:30].C(=O)([O-])[O-].[Cs+].[Cs+], predict the reaction product. The product is: [Cl:20][C:21]1[CH:26]=[CH:25][C:24]([CH2:27][O:1][C:2]2[CH:10]=[CH:9][C:8]3[NH:7][C:6]4[CH:11]([CH2:14][C:15]([O:17][CH2:18][CH3:19])=[O:16])[CH2:12][CH2:13][C:5]=4[C:4]=3[CH:3]=2)=[CH:23][C:22]=1[C:29]([F:30])([F:31])[F:32]. (2) Given the reactants [C:1]1([C:7]2([C:12]3[CH:17]=[CH:16][C:15]([C:18]4[NH:22][C:21]5[CH:23]=[CH:24][C:25]([C:27]([NH2:29])=[O:28])=[CH:26][C:20]=5[N:19]=4)=[CH:14][CH:13]=3)[O:11][CH2:10][CH2:9][O:8]2)[CH:6]=[CH:5][CH:4]=[CH:3][CH:2]=1.[Cl:30]C1C=CC(C2(C3C=CC(C4NC5C=CC(C(O)=O)=CC=5N=4)=CC=3)OCCO2)=CC=1.C(N1C=CN=C1)(N1C=CN=C1)=O.C(=O)(O)[O-].[NH4+].[NH4+].[Cl-], predict the reaction product. The product is: [Cl:30][C:4]1[CH:3]=[CH:2][C:1]([C:7]2([C:12]3[CH:17]=[CH:16][C:15]([C:18]4[NH:22][C:21]5[CH:23]=[CH:24][C:25]([C:27]([NH2:29])=[O:28])=[CH:26][C:20]=5[N:19]=4)=[CH:14][CH:13]=3)[O:8][CH2:9][CH2:10][O:11]2)=[CH:6][CH:5]=1. (3) Given the reactants Cl.[F:2][C:3]([CH:16]1[CH2:21][CH2:20][NH:19][CH2:18][CH2:17]1)([S:5]([C:8]1[CH:9]=[CH:10][C:11]([O:14][CH3:15])=[N:12][CH:13]=1)(=[O:7])=[O:6])[CH3:4].C(N(CC)CC)C.[N:29]1[CH:34]=[CH:33][C:32]([NH:35][C:36](=O)[O:37]C2C=CC=CC=2)=[CH:31][N:30]=1, predict the reaction product. The product is: [F:2][C:3]([CH:16]1[CH2:21][CH2:20][N:19]([C:36]([NH:35][C:32]2[CH:33]=[CH:34][N:29]=[N:30][CH:31]=2)=[O:37])[CH2:18][CH2:17]1)([S:5]([C:8]1[CH:13]=[N:12][C:11]([O:14][CH3:15])=[CH:10][CH:9]=1)(=[O:7])=[O:6])[CH3:4]. (4) Given the reactants [CH3:1][C:2]1[S:6][C:5]([C:7]2[CH:8]=[C:9]([CH:12]=[C:13]([C:15]([F:18])([F:17])[F:16])[CH:14]=2)[CH:10]=[O:11])=[N:4][C:3]=1[CH2:19][O:20][CH:21]1[CH2:26][CH2:25][CH2:24][CH2:23][O:22]1.[BH4-].[Na+].O, predict the reaction product. The product is: [CH3:1][C:2]1[S:6][C:5]([C:7]2[CH:8]=[C:9]([CH2:10][OH:11])[CH:12]=[C:13]([C:15]([F:17])([F:18])[F:16])[CH:14]=2)=[N:4][C:3]=1[CH2:19][O:20][CH:21]1[CH2:26][CH2:25][CH2:24][CH2:23][O:22]1. (5) Given the reactants C([O:3][C:4]([C:6]1[S:7][C:8]2[C:17]([N:18]=1)=[CH:16][C:15]1[CH2:14][CH:13]([C:19]([CH3:22])([CH3:21])[CH3:20])[CH2:12][CH2:11][C:10]=1[N:9]=2)=O)C.[NH3:23], predict the reaction product. The product is: [C:19]([CH:13]1[CH2:12][CH2:11][C:10]2[N:9]=[C:8]3[S:7][C:6]([C:4]([NH2:23])=[O:3])=[N:18][C:17]3=[CH:16][C:15]=2[CH2:14]1)([CH3:21])([CH3:20])[CH3:22]. (6) Given the reactants [CH:1]([C:4]1[C:5]([C:15]2[O:19][N:18]=[C:17]([C:20]3[CH:37]=[CH:36][C:23]([CH2:24][N:25]4[CH2:28][CH:27]([C:29]([O:31]C(C)(C)C)=[O:30])[CH2:26]4)=[CH:22][CH:21]=3)[N:16]=2)=[N:6][O:7][C:8]=1[C:9]1[CH:14]=[CH:13][CH:12]=[CH:11][N:10]=1)([CH3:3])[CH3:2].[F:38][C:39]([F:44])([F:43])[C:40]([OH:42])=[O:41], predict the reaction product. The product is: [CH:1]([C:4]1[C:5]([C:15]2[O:19][N:18]=[C:17]([C:20]3[CH:37]=[CH:36][C:23]([CH2:24][N:25]4[CH2:28][CH:27]([C:29]([O-:31])=[O:30])[CH2:26]4)=[CH:22][CH:21]=3)[N:16]=2)=[N:6][O:7][C:8]=1[C:9]1[CH:14]=[CH:13][CH:12]=[CH:11][N:10]=1)([CH3:3])[CH3:2].[F:38][C:39]([F:44])([F:43])[C:40]([OH:42])=[O:41]. (7) Given the reactants [F:1][C:2]1[CH:8]=[CH:7][C:6]([CH3:9])=[CH:5][C:3]=1[NH2:4].[CH:10](=O)[C:11]1[CH:16]=[CH:15][CH:14]=[CH:13][CH:12]=1.[BH-](OC(C)=O)(OC(C)=O)OC(C)=O.[Na+].C(O)(=O)C, predict the reaction product. The product is: [F:1][C:2]1[CH:8]=[CH:7][C:6]([CH3:9])=[CH:5][C:3]=1[NH:4][CH2:10][C:11]1[CH:16]=[CH:15][CH:14]=[CH:13][CH:12]=1. (8) Given the reactants Cl[CH2:2][CH2:3][N:4]([CH3:6])[CH3:5].[CH2:7]([O:14][C:15]1[CH:20]=[CH:19][C:18]([OH:21])=[CH:17][CH:16]=1)[C:8]1[CH:13]=[CH:12][CH:11]=[CH:10][CH:9]=1.[CH2:22]([O:29][C:30]1C=C(O)C=CC=1)C1C=CC=CC=1, predict the reaction product. The product is: [CH2:7]([O:14][C:15]1[CH:16]=[CH:17][C:18]([O:21][CH2:2][CH2:3][N:4]2[CH2:6][CH2:30][O:29][CH2:22][CH2:5]2)=[CH:19][CH:20]=1)[C:8]1[CH:9]=[CH:10][CH:11]=[CH:12][CH:13]=1. (9) Given the reactants [CH:1]([Mg]Cl)([CH3:3])[CH3:2].[Br:6][C:7]1[CH:15]=[C:14]2[C:10]([C:11](=[O:17])[C:12](=[O:16])[NH:13]2)=[CH:9][CH:8]=1, predict the reaction product. The product is: [Br:6][C:7]1[CH:15]=[C:14]2[C:10]([C:11]([OH:17])([CH:1]([CH3:3])[CH3:2])[C:12](=[O:16])[NH:13]2)=[CH:9][CH:8]=1. (10) Given the reactants [O:1]1[CH2:6][CH2:5][NH:4][C:3]2[CH:7]=[CH:8][CH:9]=[CH:10][C:2]1=2.C(=O)([O-])[O-].[K+].[K+].Br[CH2:18][C:19]([O:21][CH3:22])=[O:20], predict the reaction product. The product is: [CH3:22][O:21][C:19](=[O:20])[CH2:18][N:4]1[C:3]2[CH:7]=[CH:8][CH:9]=[CH:10][C:2]=2[O:1][CH2:6][CH2:5]1.